Dataset: Forward reaction prediction with 1.9M reactions from USPTO patents (1976-2016). Task: Predict the product of the given reaction. (1) Given the reactants [Br:1][C:2]1[CH:3]=[C:4]([S:8](Cl)(=[O:10])=[O:9])[CH:5]=[CH:6][CH:7]=1.[NH:12]([CH2:16][CH2:17][OH:18])[CH2:13][CH2:14][OH:15], predict the reaction product. The product is: [Br:1][C:2]1[CH:3]=[C:4]([S:8]([N:12]([CH2:16][CH2:17][OH:18])[CH2:13][CH2:14][OH:15])(=[O:10])=[O:9])[CH:5]=[CH:6][CH:7]=1. (2) Given the reactants Br[C:2]1[CH:7]=[CH:6][C:5]([S:8]([N:11]2[CH2:16][CH2:15][N:14]([CH3:17])[CH2:13][CH2:12]2)(=[O:10])=[O:9])=[CH:4][CH:3]=1.[C:18]([O:24][CH2:25][CH3:26])(=[O:23])[CH2:19]C(C)=O.C(P(C(C)(C)C)C1(C)CC=CC=C1C1C=CC=CC=1)(C)(C)C.P([O-])([O-])([O-])=O.[K+].[K+].[K+], predict the reaction product. The product is: [CH2:25]([O:24][C:18](=[O:23])[CH2:19][C:2]1[CH:7]=[CH:6][C:5]([S:8]([N:11]2[CH2:16][CH2:15][N:14]([CH3:17])[CH2:13][CH2:12]2)(=[O:10])=[O:9])=[CH:4][CH:3]=1)[CH3:26]. (3) Given the reactants C(OC(=O)[NH:7][CH:8]1[CH2:13][CH2:12][CH2:11][CH:10]([NH:14][C:15](=[O:26])[C:16]2[CH:21]=[CH:20][C:19]([C:22]([CH3:25])([CH3:24])[CH3:23])=[CH:18][CH:17]=2)[CH2:9]1)(C)(C)C.C(O)(C(F)(F)F)=O, predict the reaction product. The product is: [NH2:7][CH:8]1[CH2:13][CH2:12][CH2:11][CH:10]([NH:14][C:15](=[O:26])[C:16]2[CH:17]=[CH:18][C:19]([C:22]([CH3:24])([CH3:23])[CH3:25])=[CH:20][CH:21]=2)[CH2:9]1. (4) Given the reactants C=O.[OH-].[Na+].[CH3:5][O:6]CCOC.[Cl:11][C:12]1[C:13]([CH:21]([C:31]2[C:36]([F:37])=[CH:35][CH:34]=[C:33]([F:38])[C:32]=2[F:39])[S:22]([CH2:25][CH2:26][C:27]([F:30])([F:29])[F:28])(=[O:24])=[O:23])=[CH:14][C:15]([C:18]([NH2:20])=[O:19])=[N:16][CH:17]=1, predict the reaction product. The product is: [Cl:11][C:12]1[C:13]([CH:21]([C:31]2[C:36]([F:37])=[CH:35][CH:34]=[C:33]([F:38])[C:32]=2[F:39])[S:22]([CH2:25][CH2:26][C:27]([F:30])([F:29])[F:28])(=[O:24])=[O:23])=[CH:14][C:15]([C:18]([NH:20][CH2:5][OH:6])=[O:19])=[N:16][CH:17]=1.